From a dataset of Catalyst prediction with 721,799 reactions and 888 catalyst types from USPTO. Predict which catalyst facilitates the given reaction. Reactant: [CH:1]([C:3]1[O:4][C:5]2[CH:12]=[CH:11][C:10]([C:13]#[N:14])=[CH:9][C:6]=2[C:7]=1[CH3:8])=[O:2].[CH:15]1([Mg]Br)[CH2:20][CH2:19][CH2:18][CH2:17][CH2:16]1.[Cl-].[NH4+]. Product: [CH:15]1([CH:1]([OH:2])[C:3]2[O:4][C:5]3[CH:12]=[CH:11][C:10]([C:13]#[N:14])=[CH:9][C:6]=3[C:7]=2[CH3:8])[CH2:20][CH2:19][CH2:18][CH2:17][CH2:16]1. The catalyst class is: 7.